From a dataset of NCI-60 drug combinations with 297,098 pairs across 59 cell lines. Regression. Given two drug SMILES strings and cell line genomic features, predict the synergy score measuring deviation from expected non-interaction effect. Drug 1: CCC1(CC2CC(C3=C(CCN(C2)C1)C4=CC=CC=C4N3)(C5=C(C=C6C(=C5)C78CCN9C7C(C=CC9)(C(C(C8N6C=O)(C(=O)OC)O)OC(=O)C)CC)OC)C(=O)OC)O.OS(=O)(=O)O. Drug 2: CC(C)NC(=O)C1=CC=C(C=C1)CNNC.Cl. Cell line: NCIH23. Synergy scores: CSS=25.1, Synergy_ZIP=-4.11, Synergy_Bliss=2.35, Synergy_Loewe=-21.3, Synergy_HSA=1.49.